Dataset: Full USPTO retrosynthesis dataset with 1.9M reactions from patents (1976-2016). Task: Predict the reactants needed to synthesize the given product. (1) Given the product [CH2:19]([O:18][C:16](=[O:17])[C:15](=[O:21])[CH2:12][C:11](=[O:13])[CH2:10][C:9](=[O:14])[C:4]1[CH:5]=[CH:6][CH:7]=[CH:8][N:3]=1)[CH3:20], predict the reactants needed to synthesize it. The reactants are: [H-].[Na+].[N:3]1[CH:8]=[CH:7][CH:6]=[CH:5][C:4]=1[C:9](=[O:14])[CH2:10][C:11](=[O:13])[CH3:12].[C:15](OCC)(=[O:21])[C:16]([O:18][CH2:19][CH3:20])=[O:17]. (2) Given the product [I:22][C:18]1[CH:17]=[CH:16][CH:15]=[C:14]2[C:19]=1[CH2:20][CH2:21][N:12]1[C:10](=[O:11])[CH2:9][NH:8][C:24](=[O:26])[CH:23]=[C:13]12, predict the reactants needed to synthesize it. The reactants are: C(OC([NH:8][CH2:9][C:10]([N:12]1[CH2:21][CH2:20][C:19]2[C:14](=[CH:15][CH:16]=[CH:17][C:18]=2[I:22])[CH:13]1[CH2:23][C:24]([O-:26])=O)=[O:11])=O)(C)(C)C.[Na+].C(OC(NCC(N1CCC2C(=CC=CC=2I)C1CC(OCC)=O)=O)=O)(C)(C)C.[OH-].[Na+]. (3) Given the product [C:31]([O:35][C:36]([N:23]1[CH2:24][CH2:25][CH:20]([O:19][C:15]2[CH:16]=[C:17]3[C:12](=[CH:13][CH:14]=2)[NH:11][C:10]([C:8]([N:5]2[CH2:6][CH2:7][C:2]([F:29])([F:1])[CH2:3][CH2:4]2)=[O:9])=[CH:18]3)[CH2:21][CH2:22]1)=[O:37])([CH3:34])([CH3:33])[CH3:32], predict the reactants needed to synthesize it. The reactants are: [F:1][C:2]1([F:29])[CH2:7][CH2:6][N:5]([C:8]([C:10]2[NH:11][C:12]3[C:17]([CH:18]=2)=[CH:16][C:15]([O:19][CH:20]2[CH2:25][CH2:24][N:23](C(C)C)[CH2:22][CH2:21]2)=[CH:14][CH:13]=3)=[O:9])[CH2:4][CH2:3]1.Cl.[C:31]([O:35][C:36](N1CCC(OC2C=C3C(=CC=2)NC(C(O)=O)=C3)CC1)=[O:37])([CH3:34])([CH3:33])[CH3:32].C1(N2CCC(OC3C=C4C(=CC=3)N(C3C=NC=NC=3)C(C(N3CCC(F)(F)CC3)=O)=C4)CC2)CCC1. (4) Given the product [F:17][C:18]1[N:23]=[C:22]2[C:24]([CH3:28])=[CH:25][N:26]([NH:27][C:14]([C:10]3[C:11]([CH3:13])=[N:12][C:7]([C:2]4[N:1]=[CH:6][CH:5]=[CH:4][N:3]=4)=[N:8][CH:9]=3)=[O:16])[C:21]2=[CH:20][CH:19]=1, predict the reactants needed to synthesize it. The reactants are: [N:1]1[CH:6]=[CH:5][CH:4]=[N:3][C:2]=1[C:7]1[N:12]=[C:11]([CH3:13])[C:10]([C:14]([OH:16])=O)=[CH:9][N:8]=1.[F:17][C:18]1[N:23]=[C:22]2[C:24]([CH3:28])=[CH:25][N:26]([NH2:27])[C:21]2=[CH:20][CH:19]=1.CCN(C(C)C)C(C)C.CN(C(ON1N=NC2C=CC=NC1=2)=[N+](C)C)C.F[P-](F)(F)(F)(F)F. (5) Given the product [CH2:12]([C:9]1[N:10]([CH3:11])[C:6]([C:4](=[O:5])[C:3]2[CH:19]=[C:20]([Br:24])[CH:21]=[C:22]([Br:23])[C:2]=2[Br:1])=[C:7]([CH3:18])[CH:8]=1)[CH3:13].[CH2:9]([CH2:12][C:13]([O-:15])=[O:14])[CH2:8][CH2:7][CH2:6][CH2:4][CH3:3], predict the reactants needed to synthesize it. The reactants are: [Br:1][C:2]1[C:22]([Br:23])=[CH:21][C:20]([Br:24])=[CH:19][C:3]=1[C:4]([C:6]1[N:10]([CH3:11])[C:9]([CH2:12][C:13]([O:15]CC)=[O:14])=[CH:8][C:7]=1[CH3:18])=[O:5].C(I)CCCCC. (6) Given the product [CH2:7]([S:8]([NH:11][C:31]([CH:28]1[CH2:29][CH2:30][N:25]([C:20]2[C:19]([C:34]#[N:35])=[CH:18][C:17]([C:12](=[O:16])[CH2:13][CH2:14][CH3:15])=[C:22]([O:23][CH3:24])[N:21]=2)[CH2:26][CH2:27]1)=[O:32])(=[O:9])=[O:10])[C:1]1[CH:2]=[CH:3][CH:4]=[CH:5][CH:6]=1, predict the reactants needed to synthesize it. The reactants are: [C:1]1([CH2:7][S:8]([NH2:11])(=[O:10])=[O:9])[CH:6]=[CH:5][CH:4]=[CH:3][CH:2]=1.[C:12]([C:17]1[CH:18]=[C:19]([C:34]#[N:35])[C:20]([N:25]2[CH2:30][CH2:29][CH:28]([C:31](O)=[O:32])[CH2:27][CH2:26]2)=[N:21][C:22]=1[O:23][CH3:24])(=[O:16])[CH2:13][CH2:14][CH3:15].